This data is from Catalyst prediction with 721,799 reactions and 888 catalyst types from USPTO. The task is: Predict which catalyst facilitates the given reaction. Reactant: [CH3:1][C:2]1[C:8]([N:9]2[CH2:14][CH2:13][O:12][CH2:11][CH2:10]2)=[C:7]([CH3:15])[CH:6]=[C:5]([CH3:16])[C:3]=1[NH2:4].C[Al](C)C.[F:21][C:22]([F:43])([F:42])[C:23]1[CH:28]=[CH:27][C:26]([S:29]([NH:32][C:33]2[CH:37]=[CH:36][S:35][C:34]=2[C:38](OC)=[O:39])(=[O:31])=[O:30])=[CH:25][CH:24]=1.Cl. Product: [F:43][C:22]([F:21])([F:42])[C:23]1[CH:24]=[CH:25][C:26]([S:29]([NH:32][C:33]2[CH:37]=[CH:36][S:35][C:34]=2[C:38]([NH:4][C:3]2[C:5]([CH3:16])=[CH:6][C:7]([CH3:15])=[C:8]([N:9]3[CH2:10][CH2:11][O:12][CH2:13][CH2:14]3)[C:2]=2[CH3:1])=[O:39])(=[O:31])=[O:30])=[CH:27][CH:28]=1. The catalyst class is: 11.